Dataset: Reaction yield outcomes from USPTO patents with 853,638 reactions. Task: Predict the reaction yield, written as a fraction of the theoretical maximum amount of product (1.0 means a 100% yield; for example, 0.34 means a 34% yield). (1) The reactants are [H-].[Na+].[Br:3][C:4]1[CH:9]=[CH:8][N:7]=[C:6]([OH:10])[CH:5]=1.[CH3:11]I. The catalyst is C1COCC1. The product is [Br:3][C:4]1[CH:9]=[CH:8][N:7]([CH3:11])[C:6](=[O:10])[CH:5]=1. The yield is 0.500. (2) The reactants are [F:1][C:2]1[CH:7]=[CH:6][CH:5]=[C:4]([F:8])[C:3]=1[N:9]1[C:14]2[N:15]=[C:16](S(C)(=O)=O)[N:17]=[C:18]([C:19]3[CH:24]=[CH:23][C:22]([F:25])=[CH:21][C:20]=3[CH3:26])[C:13]=2[CH:12]=[CH:11][C:10]1=[O:31].[CH3:32][S:33][CH2:34][CH2:35][CH2:36][NH2:37]. No catalyst specified. The product is [F:8][C:4]1[CH:5]=[CH:6][CH:7]=[C:2]([F:1])[C:3]=1[N:9]1[C:14]2[N:15]=[C:16]([NH:37][CH2:36][CH2:35][CH2:34][S:33][CH3:32])[N:17]=[C:18]([C:19]3[CH:24]=[CH:23][C:22]([F:25])=[CH:21][C:20]=3[CH3:26])[C:13]=2[CH:12]=[CH:11][C:10]1=[O:31]. The yield is 0.520. (3) The reactants are [Br:1][C:2]1[C:3]([CH2:9][OH:10])=[CH:4][C:5]([Cl:8])=[N:6][CH:7]=1.C(N(CC)C(C)C)(C)C.CS(Cl)(=O)=O.[Cl:25][C:26]1[CH:27]=[C:28](O)[CH:29]=[CH:30][C:31]=1[Cl:32].C(=O)([O-])[O-].[K+].[K+]. The catalyst is O1CCCC1.C(OCC)(=O)C. The product is [Br:1][C:2]1[C:3]([CH2:9][O:10][C:29]2[CH:28]=[CH:27][C:26]([Cl:25])=[C:31]([Cl:32])[CH:30]=2)=[CH:4][C:5]([Cl:8])=[N:6][CH:7]=1. The yield is 0.840. (4) The reactants are [F:1][C:2]1[CH:7]=[CH:6][CH:5]=[C:4]([F:8])[C:3]=1[N:9]1[C:14]2[N:15]=[C:16]([S:29][CH3:30])[N:17]=[C:18]([C:19]3[CH:20]=[C:21]([CH:25]=[CH:26][C:27]=3[CH3:28])[C:22](O)=[O:23])[C:13]=2[CH:12]=[CH:11][C:10]1=[O:31].[F:32][C:33]1[CH:39]=[CH:38][C:36]([NH2:37])=[CH:35][CH:34]=1. The catalyst is C(Cl)CCl. The yield is 0.340. The product is [F:8][C:4]1[CH:5]=[CH:6][CH:7]=[C:2]([F:1])[C:3]=1[N:9]1[C:14]2[N:15]=[C:16]([S:29][CH3:30])[N:17]=[C:18]([C:19]3[CH:20]=[C:21]([CH:25]=[CH:26][C:27]=3[CH3:28])[C:22]([NH:37][C:36]3[CH:38]=[CH:39][C:33]([F:32])=[CH:34][CH:35]=3)=[O:23])[C:13]=2[CH:12]=[CH:11][C:10]1=[O:31]. (5) The reactants are [CH2:1]([O:3][C:4]([C:6]1[C:11]([NH:12][C:13]2[CH:18]=[CH:17][C:16]([CH3:19])=[CH:15][C:14]=2[F:20])=[C:10]([CH3:21])[C:9](=[O:22])[N:8]([CH3:23])[C:7]=1[CH3:24])=[O:5])[CH3:2].[Br:25]N1C(=O)CCC1=O. The catalyst is CN(C=O)C.CCOC(C)=O. The product is [CH2:1]([O:3][C:4]([C:6]1[C:11]([NH:12][C:13]2[CH:18]=[CH:17][C:16]([CH3:19])=[CH:15][C:14]=2[F:20])=[C:10]([CH3:21])[C:9](=[O:22])[N:8]([CH3:23])[C:7]=1[CH2:24][Br:25])=[O:5])[CH3:2]. The yield is 0.660. (6) The reactants are [CH2:1]([N:3]([CH2:15][CH3:16])[CH2:4][CH2:5][CH2:6][O:7][C:8]1[CH:13]=[CH:12][C:11]([NH2:14])=[CH:10][CH:9]=1)[CH3:2].[CH3:17][C:18]1[CH:26]=[CH:25][CH:24]=[C:23]2[C:19]=1[C:20](=[CH:28]O)[C:21](=[O:27])[NH:22]2. The catalyst is C1COCC1. The product is [CH2:15]([N:3]([CH2:1][CH3:2])[CH2:4][CH2:5][CH2:6][O:7][C:8]1[CH:9]=[CH:10][C:11]([NH:14][CH:28]=[C:20]2[C:19]3[C:23](=[CH:24][CH:25]=[CH:26][C:18]=3[CH3:17])[NH:22][C:21]2=[O:27])=[CH:12][CH:13]=1)[CH3:16]. The yield is 0.520. (7) The reactants are [CH2:1]([O:3][C:4](=[O:16])[C:5]([CH3:15])([CH3:14])[CH2:6][NH:7][C:8](=[O:13])[C:9]([F:12])([F:11])[F:10])[CH3:2].I[CH3:18].[H-].[Na+].Cl. The catalyst is C1COCC1.C(OCC)C. The product is [CH2:1]([O:3][C:4](=[O:16])[C:5]([CH3:15])([CH3:14])[CH2:6][N:7]([CH3:18])[C:8](=[O:13])[C:9]([F:12])([F:10])[F:11])[CH3:2]. The yield is 0.760.